This data is from Retrosynthesis with 50K atom-mapped reactions and 10 reaction types from USPTO. The task is: Predict the reactants needed to synthesize the given product. (1) Given the product CCS(=O)(=O)Nc1ccc(-c2ccc(C#N)n2CCCc2ccccc2)cc1, predict the reactants needed to synthesize it. The reactants are: CCS(=O)(=O)Nc1ccc(-c2ccc(C#N)[nH]2)cc1.ICCCc1ccccc1. (2) Given the product CCCCC#CC(=O)OCCCC, predict the reactants needed to synthesize it. The reactants are: C#CCCCC.CCCCOC(=O)Cl. (3) Given the product N#Cc1ccc(OCc2ccccc2)c(OCCN)c1, predict the reactants needed to synthesize it. The reactants are: CC(C)(C)OC(=O)NCCOc1cc(C#N)ccc1OCc1ccccc1. (4) Given the product CN(C)CCNc1ccc2c3c(nn2C)-c2c(O)cncc2C(=O)c13, predict the reactants needed to synthesize it. The reactants are: COc1ccc(COc2cncc3c2-c2nn(C)c4ccc(NCCN(C)C)c(c24)C3=O)cc1. (5) Given the product CC(C)C1=NCCc2ccc(C=O)cc21, predict the reactants needed to synthesize it. The reactants are: CC(C)C1=NCCc2ccc(Br)cc21.CN(C)C=O. (6) The reactants are: CCOC(=O)C(C)(Cc1ccc(OCCN=[N+]=[N-])cc1)Oc1ccc(C(C)C)cc1. Given the product CCOC(=O)C(C)(Cc1ccc(OCCN)cc1)Oc1ccc(C(C)C)cc1, predict the reactants needed to synthesize it. (7) Given the product Cc1c(Cl)ccc(Oc2cc(Br)ccc2C=O)c1C, predict the reactants needed to synthesize it. The reactants are: Cc1c(O)ccc(Cl)c1C.O=Cc1ccc(Br)cc1F. (8) Given the product O=C1NC(=O)C(=Cc2cnn3c(NC4CC4)cc(Cl)nc23)S1, predict the reactants needed to synthesize it. The reactants are: O=C1CSC(=O)N1.O=Cc1cnn2c(NC3CC3)cc(Cl)nc12. (9) Given the product CC(C)(C)OC(=O)N1CCC(CCc2noc3c(CO)c(OCc4ccc(Cl)c(Cl)c4)ccc23)CC1, predict the reactants needed to synthesize it. The reactants are: CC(C)(C)OC(=O)N1CCC(CCc2noc3c(CO)c(O)ccc23)CC1.ClCc1ccc(Cl)c(Cl)c1. (10) The reactants are: COC(=O)C(Nc1ccc(C(=N)NO)cc1)c1cc(Cl)cc(Cl)c1OCC(=O)OC(C)(C)C. Given the product CC(C)(C)OC(=O)COc1c(Cl)cc(Cl)cc1C(Nc1ccc(C(=N)NO)cc1)C(=O)O, predict the reactants needed to synthesize it.